Predict the reaction yield, written as a fraction of the theoretical maximum amount of product (1.0 means a 100% yield; for example, 0.34 means a 34% yield). From a dataset of Reaction yield outcomes from USPTO patents with 853,638 reactions. The reactants are [CH3:1][S:2](Cl)(=[O:4])=[O:3].CCN(CC)CC.[CH:13]([N:26]1[C:34]2[C:29](=[CH:30][C:31]([Cl:35])=[CH:32][CH:33]=2)[C:28]([CH2:36][CH2:37][S:38]([C:41]2[CH:46]=[CH:45][C:44]([C:47]3[CH:48]=[C:49]([CH:54]=[CH:55][CH:56]=3)[C:50]([O:52][CH3:53])=[O:51])=[CH:43][CH:42]=2)(=[O:40])=[O:39])=[C:27]1[CH2:57][CH2:58][OH:59])([C:20]1[CH:25]=[CH:24][CH:23]=[CH:22][CH:21]=1)[C:14]1[CH:19]=[CH:18][CH:17]=[CH:16][CH:15]=1.O. The catalyst is C(Cl)Cl. The product is [CH:13]([N:26]1[C:34]2[C:29](=[CH:30][C:31]([Cl:35])=[CH:32][CH:33]=2)[C:28]([CH2:36][CH2:37][S:38]([C:41]2[CH:46]=[CH:45][C:44]([C:47]3[CH:48]=[C:49]([CH:54]=[CH:55][CH:56]=3)[C:50]([O:52][CH3:53])=[O:51])=[CH:43][CH:42]=2)(=[O:40])=[O:39])=[C:27]1[CH2:57][CH2:58][O:59][S:2]([CH3:1])(=[O:4])=[O:3])([C:14]1[CH:15]=[CH:16][CH:17]=[CH:18][CH:19]=1)[C:20]1[CH:25]=[CH:24][CH:23]=[CH:22][CH:21]=1. The yield is 0.990.